From a dataset of Forward reaction prediction with 1.9M reactions from USPTO patents (1976-2016). Predict the product of the given reaction. (1) Given the reactants [Cl:1][C:2]1[CH:27]=[N:26][CH:25]=[CH:24][C:3]=1[C:4]([NH:6][C:7]1[CH:12]=[C:11]([C:13]([F:22])([C:18]([F:21])([F:20])[F:19])[C:14]([F:17])([F:16])[F:15])[CH:10]=[CH:9][C:8]=1O)=[O:5].O1CCCC1.C1(P(C2C=CC=CC=2)C2C=CC=CC=2)C=CC=CC=1.N(C(OCC)=O)=NC(OCC)=O, predict the reaction product. The product is: [Cl:1][C:2]1[CH:27]=[N:26][CH:25]=[CH:24][C:3]=1[C:4]1[O:5][C:8]2[CH:9]=[CH:10][C:11]([C:13]([F:22])([C:18]([F:20])([F:19])[F:21])[C:14]([F:17])([F:16])[F:15])=[CH:12][C:7]=2[N:6]=1. (2) Given the reactants CC(S([NH:7][C:8]1([CH:12]([C:14]2[NH:15][CH:16]=[C:17]([C:19]3[CH:24]=[CH:23][C:22]([O:25][C:26]([F:29])([F:28])[F:27])=[CH:21][CH:20]=3)[N:18]=2)[CH3:13])[CH2:11][O:10][CH2:9]1)=O)(C)C.Cl.C(=O)([O-])O.[Na+], predict the reaction product. The product is: [F:29][C:26]([F:27])([F:28])[O:25][C:22]1[CH:23]=[CH:24][C:19]([C:17]2[N:18]=[C:14]([CH:12]([C:8]3([NH2:7])[CH2:9][O:10][CH2:11]3)[CH3:13])[NH:15][CH:16]=2)=[CH:20][CH:21]=1. (3) Given the reactants [NH2:1][C@H:2]([C:23]1[CH:28]=[CH:27][CH:26]=[CH:25][CH:24]=1)[CH2:3][CH2:4][N:5]1[CH2:10][CH2:9][CH:8]([C:11]2[CH:12]=[C:13]([NH:17][C:18](=[O:22])[CH:19]([CH3:21])[CH3:20])[CH:14]=[CH:15][CH:16]=2)[CH2:7][CH2:6]1.[Cl:29][C:30]1[C:35]([C:36](Cl)=[O:37])=[CH:34][N:33]=[C:32]2[N:39]([CH3:43])[N:40]=[C:41]([CH3:42])[C:31]=12, predict the reaction product. The product is: [Cl:29][C:30]1[C:35]([C:36]([NH:1][C@H:2]([C:23]2[CH:24]=[CH:25][CH:26]=[CH:27][CH:28]=2)[CH2:3][CH2:4][N:5]2[CH2:10][CH2:9][CH:8]([C:11]3[CH:16]=[CH:15][CH:14]=[C:13]([NH:17][C:18](=[O:22])[CH:19]([CH3:21])[CH3:20])[CH:12]=3)[CH2:7][CH2:6]2)=[O:37])=[CH:34][N:33]=[C:32]2[N:39]([CH3:43])[N:40]=[C:41]([CH3:42])[C:31]=12. (4) Given the reactants Br[C:2]1[C:10]2[N:9]3[CH2:11][CH2:12][NH:13][C:14](=[O:15])[C:8]3=[C:7]([CH3:16])[C:6]=2[CH:5]=[C:4]([F:17])[CH:3]=1.B(O)(O)[C:19]1[CH:20]=[CH:21][C:22]([CH3:25])=[CH:23][CH:24]=1, predict the reaction product. The product is: [F:17][C:4]1[CH:3]=[C:2]([C:19]2[CH:24]=[CH:23][C:22]([CH3:25])=[CH:21][CH:20]=2)[C:10]2[N:9]3[CH2:11][CH2:12][NH:13][C:14](=[O:15])[C:8]3=[C:7]([CH3:16])[C:6]=2[CH:5]=1. (5) Given the reactants [F:1][C:2]1[CH:3]=[CH:4][C:5]([NH:8][C:9]([C:11]2[C:16]([NH:17]C3C=NC=CC=3)=[CH:15][CH:14]=[C:13]([CH3:24])[N:12]=2)=[O:10])=[N:6][CH:7]=1.Br[C:26]1[CH:31]=[C:30]([F:32])[CH:29]=[C:28]([F:33])[CH:27]=1, predict the reaction product. The product is: [F:1][C:2]1[CH:3]=[CH:4][C:5]([NH:8][C:9]([C:11]2[C:16]([NH:17][C:26]3[CH:31]=[C:30]([F:32])[CH:29]=[C:28]([F:33])[CH:27]=3)=[CH:15][CH:14]=[C:13]([CH3:24])[N:12]=2)=[O:10])=[N:6][CH:7]=1. (6) Given the reactants [F:1][C:2]([F:27])([F:26])[C:3]1[N:7]2[N:8]=[C:9]([O:16][CH2:17][C:18]3[N:23]=[C:22]([CH:24]=O)[CH:21]=[CH:20][CH:19]=3)[C:10]3[C:15]([C:6]2=[N:5][N:4]=1)=[CH:14][CH:13]=[CH:12][CH:11]=3.[F:28][C:29]1[CH:30]=[C:31]([CH:35]=[CH:36][CH:37]=1)[CH2:32][CH2:33][NH2:34].C(O[BH-](OC(=O)C)OC(=O)C)(=O)C.[Na+].ClC(Cl)C, predict the reaction product. The product is: [F:28][C:29]1[CH:30]=[C:31]([CH2:32][CH2:33][NH:34][CH2:24][C:22]2[CH:21]=[CH:20][CH:19]=[C:18]([CH2:17][O:16][C:9]3[C:10]4[C:15](=[CH:14][CH:13]=[CH:12][CH:11]=4)[C:6]4=[N:5][N:4]=[C:3]([C:2]([F:1])([F:27])[F:26])[N:7]4[N:8]=3)[N:23]=2)[CH:35]=[CH:36][CH:37]=1. (7) Given the reactants [C:1]([C:4]1[C:9]([C:10]2[CH:15]=[CH:14][CH:13]=[CH:12][CH:11]=2)=[N:8][N:7]([CH2:16][CH:17]2[CH2:19][CH2:18]2)[C:6](=[O:20])[CH:5]=1)(=[O:3])[CH3:2], predict the reaction product. The product is: [CH:17]1([CH2:16][N:7]2[C:6](=[O:20])[CH:5]=[C:4]([CH:1]([OH:3])[CH3:2])[C:9]([C:10]3[CH:11]=[CH:12][CH:13]=[CH:14][CH:15]=3)=[N:8]2)[CH2:19][CH2:18]1. (8) Given the reactants [C:1]([C:5]1[CH:10]=[CH:9][C:8]([N:11]2[CH:15]=[N:14][N:13]=[C:12]2[C:16]2[CH:21]=[CH:20][CH:19]=[CH:18][CH:17]=2)=[CH:7][CH:6]=1)([CH3:4])([CH3:3])[CH3:2].C(Cl)(Cl)(Cl)Cl.[Br:27]N1C(=O)CCC1=O.C([O-])([O-])=O.[Na+].[Na+], predict the reaction product. The product is: [Br:27][C:15]1[N:11]([C:8]2[CH:7]=[CH:6][C:5]([C:1]([CH3:4])([CH3:2])[CH3:3])=[CH:10][CH:9]=2)[C:12]([C:16]2[CH:21]=[CH:20][CH:19]=[CH:18][CH:17]=2)=[N:13][N:14]=1.